This data is from Catalyst prediction with 721,799 reactions and 888 catalyst types from USPTO. The task is: Predict which catalyst facilitates the given reaction. Product: [F:33][C:31]([F:32])([F:34])[C:29]1[CH:28]=[C:12]([CH:11]=[C:10]([C:9]([F:35])([F:8])[F:36])[CH:30]=1)[CH2:13][N:14]1[C:18]([C:19]2[CH:24]=[CH:23][CH:22]=[CH:21][CH:20]=2)=[C:17]([C:25]([N:44]2[C@H:43]([C:37]3[CH:42]=[CH:41][CH:40]=[CH:39][CH:38]=3)[CH2:47][O:46][C:45]2=[O:48])=[O:26])[N:16]=[N:15]1. Reactant: C(N(CC)CC)C.[F:8][C:9]([F:36])([F:35])[C:10]1[CH:11]=[C:12]([CH:28]=[C:29]([C:31]([F:34])([F:33])[F:32])[CH:30]=1)[CH2:13][N:14]1[C:18]([C:19]2[CH:24]=[CH:23][CH:22]=[CH:21][CH:20]=2)=[C:17]([C:25](O)=[O:26])[N:16]=[N:15]1.[C:37]1([C@@H:43]2[CH2:47][O:46][C:45](=[O:48])[NH:44]2)[CH:42]=[CH:41][CH:40]=[CH:39][CH:38]=1.C(Cl)(=O)C(C)(C)C. The catalyst class is: 11.